This data is from Catalyst prediction with 721,799 reactions and 888 catalyst types from USPTO. The task is: Predict which catalyst facilitates the given reaction. (1) Reactant: Br[C:2]1[CH:3]=[CH:4][CH:5]=[C:6]2[C:11]=1[N:10]=[C:9](Cl)[C:8]([CH3:13])=[C:7]2[Cl:14].C([Sn](CCCC)(CCCC)[C:20]1[CH:25]=[CH:24][CH:23]=[CH:22][N:21]=1)CCC. Product: [Cl:14][C:7]1[C:6]2[C:11](=[C:2]([C:9]3[CH:8]=[CH:7][CH:6]=[CH:11][N:10]=3)[CH:3]=[CH:4][CH:5]=2)[N:10]=[C:9]([C:22]2[CH:23]=[CH:24][CH:25]=[CH:20][N:21]=2)[C:8]=1[CH3:13]. The catalyst class is: 11. (2) Reactant: [C:1]([O:5][C:6]([N:8]1[CH2:13][CH2:12][CH:11]([N:14](CC2C=CC=CC=2)[CH3:15])[CH2:10][CH2:9]1)=[O:7])([CH3:4])([CH3:3])[CH3:2]. Product: [C:1]([O:5][C:6]([N:8]1[CH2:9][CH2:10][CH:11]([NH:14][CH3:15])[CH2:12][CH2:13]1)=[O:7])([CH3:4])([CH3:3])[CH3:2]. The catalyst class is: 19. (3) Reactant: [C:1]1([C:7]2[O:8]C3C=C(C(O)=O)C=CC=3N=2)[CH:6]=[CH:5][CH:4]=[CH:3][CH:2]=1.C1(C2OC3C=C(C(OC)=O)C=CC=3N=2)C=CC=CC=1.[Li+].[OH-].[ClH:40]. Product: [C:7]([Cl:40])(=[O:8])[C:1]1[CH:6]=[CH:5][CH:4]=[CH:3][CH:2]=1. The catalyst class is: 87. (4) The catalyst class is: 38. Reactant: C([O:3][C:4](=[O:33])[CH2:5][CH:6]([N:10]1[C:14]2[CH:15]=[CH:16][CH:17]=[CH:18][C:13]=2[N:12]([CH2:19][C:20]2[N:28]3[C:23]([CH:24]=[CH:25][CH:26]=[C:27]3[CH3:29])=[C:22]([C:30]#[N:31])[CH:21]=2)[C:11]1=[O:32])[CH2:7][CH2:8][CH3:9])C.[Li+].[OH-]. Product: [C:30]([C:22]1[CH:21]=[C:20]([CH2:19][N:12]2[C:13]3[CH:18]=[CH:17][CH:16]=[CH:15][C:14]=3[N:10]([CH:6]([CH2:7][CH2:8][CH3:9])[CH2:5][C:4]([OH:33])=[O:3])[C:11]2=[O:32])[N:28]2[C:23]=1[CH:24]=[CH:25][CH:26]=[C:27]2[CH3:29])#[N:31]. (5) Reactant: I[C:2]1[C:7]([N+:8]([O-:10])=[O:9])=[CH:6][N:5]=[C:4]2[O:11][CH2:12][CH2:13][C:3]=12.[F:14][C:15]([F:31])([F:30])[C@H:16]1[CH2:21][NH:20][CH2:19][C@@H:18]([NH:22][C:23](=[O:29])[O:24][C:25]([CH3:28])([CH3:27])[CH3:26])[CH2:17]1.CCN(C(C)C)C(C)C. Product: [N+:8]([C:7]1[C:2]([N:20]2[CH2:21][C@H:16]([C:15]([F:31])([F:30])[F:14])[CH2:17][C@H:18]([NH:22][C:23](=[O:29])[O:24][C:25]([CH3:27])([CH3:26])[CH3:28])[CH2:19]2)=[C:3]2[CH2:13][CH2:12][O:11][C:4]2=[N:5][CH:6]=1)([O-:10])=[O:9]. The catalyst class is: 14.